From a dataset of Reaction yield outcomes from USPTO patents with 853,638 reactions. Predict the reaction yield, written as a fraction of the theoretical maximum amount of product (1.0 means a 100% yield; for example, 0.34 means a 34% yield). (1) The reactants are [O:1]1[CH2:6][CH2:5][CH:4]([CH:7]2[O:20][CH2:19][C:18]3[C:17]4[CH:16]=[CH:15][CH:14]=[CH:13][C:12]=4[C:11](=O)[O:10][C:9]=3[CH2:8]2)[CH2:3][CH2:2]1.CO.[NH3:24]. No catalyst specified. The product is [O:1]1[CH2:6][CH2:5][CH:4]([CH:7]2[O:20][CH2:19][C:18]3[C:17]4[C:12](=[CH:13][CH:14]=[CH:15][CH:16]=4)[C:11](=[O:10])[NH:24][C:9]=3[CH2:8]2)[CH2:3][CH2:2]1. The yield is 0.970. (2) The reactants are S(=O)(=O)(O)[OH:2].N(=[CH:8][C:9]([NH:11][C:12]1[CH:19]=[CH:18][C:15]([O:16][CH3:17])=[CH:14][CH:13]=1)=[O:10])O. The yield is 0.650. The catalyst is O. The product is [CH3:17][O:16][C:15]1[CH:14]=[C:13]2[C:12](=[CH:19][CH:18]=1)[NH:11][C:9](=[O:10])[C:8]2=[O:2]. (3) The catalyst is CN(C)C=O.O.[Cu](I)I. The reactants are Cl.[CH2:2]([O:9][C:10]1[CH:15]=[C:14]([O:16][CH2:17][C:18]2[CH:23]=[CH:22][CH:21]=[CH:20][CH:19]=2)[C:13](N)=[CH:12][C:11]=1[F:25])[C:3]1[CH:8]=[CH:7][CH:6]=[CH:5][CH:4]=1.N([O-])=O.[Na+].[I-:30].[K+].[Cl-].[NH4+]. The yield is 0.680. The product is [CH2:2]([O:9][C:10]1[CH:15]=[C:14]([O:16][CH2:17][C:18]2[CH:23]=[CH:22][CH:21]=[CH:20][CH:19]=2)[C:13]([I:30])=[CH:12][C:11]=1[F:25])[C:3]1[CH:8]=[CH:7][CH:6]=[CH:5][CH:4]=1. (4) The reactants are Cl[C:2]1[C:7]([NH2:8])=[CH:6][CH:5]=[CH:4][N:3]=1.[N+:9]([C:12]1[CH:13]=[C:14]([CH:18]=[CH:19][CH:20]=1)[C:15](Cl)=[O:16])([O-:11])=[O:10].C(O)(=O)C. The catalyst is N1C=CC=CC=1.CCOC(C)=O. The product is [N+:9]([C:12]1[CH:13]=[C:14]([C:15]2[O:16][C:2]3[C:7]([N:8]=2)=[CH:6][CH:5]=[CH:4][N:3]=3)[CH:18]=[CH:19][CH:20]=1)([O-:11])=[O:10]. The yield is 0.350. (5) The reactants are [Cl:1][C:2]1[CH:3]=[C:4]2[C:9](=[CH:10][C:11]=1[O:12][C:13]1[CH:18]=[CH:17][C:16]([C:19](=[O:32])[NH:20][C:21]3[S:22][C:23]([C:26]4[CH:31]=[CH:30][CH:29]=[CH:28][CH:27]=4)=[N:24][N:25]=3)=[CH:15][CH:14]=1)[O:8][CH2:7][CH2:6][CH:5]2[C:33]([O:35]CC)=[O:34].[OH-].[Na+].C(O)C. The catalyst is C1COCC1.C(OCC)(=O)C.Cl. The product is [Cl:1][C:2]1[CH:3]=[C:4]2[C:9](=[CH:10][C:11]=1[O:12][C:13]1[CH:14]=[CH:15][C:16]([C:19](=[O:32])[NH:20][C:21]3[S:22][C:23]([C:26]4[CH:31]=[CH:30][CH:29]=[CH:28][CH:27]=4)=[N:24][N:25]=3)=[CH:17][CH:18]=1)[O:8][CH2:7][CH2:6][CH:5]2[C:33]([OH:35])=[O:34]. The yield is 0.310. (6) The reactants are [N+:1]([C:4]1[CH:9]=[CH:8][C:7]([N:10]2[CH2:15][CH2:14][S:13](=[O:17])(=[O:16])[CH2:12][CH2:11]2)=[CH:6][CH:5]=1)([O-])=O. The catalyst is C(O)(=O)C.[Zn]. The product is [O:17]=[S:13]1(=[O:16])[CH2:12][CH2:11][N:10]([C:7]2[CH:6]=[CH:5][C:4]([NH2:1])=[CH:9][CH:8]=2)[CH2:15][CH2:14]1. The yield is 0.510. (7) The reactants are [CH2:1]([O:3][C:4]([C:6]1[NH:7][C:8]([CH3:11])=[CH:9][CH:10]=1)=[O:5])[CH3:2].[F:12][C:13]([F:25])([F:24])[C:14]1[CH:19]=[CH:18][C:17]([CH2:20][C:21](Cl)=[O:22])=[CH:16][CH:15]=1. The catalyst is ClCCCl. The product is [CH2:1]([O:3][C:4]([C:6]1[NH:7][C:8]([CH3:11])=[C:9]([C:21](=[O:22])[CH2:20][C:17]2[CH:16]=[CH:15][C:14]([C:13]([F:24])([F:12])[F:25])=[CH:19][CH:18]=2)[CH:10]=1)=[O:5])[CH3:2]. The yield is 0.330. (8) The reactants are [NH:1]([C:13]([O:15][C:16]([CH3:19])([CH3:18])[CH3:17])=[O:14])[C@H:2]([C:10]([OH:12])=O)[CH2:3][S:4][S:5][C:6]([CH3:9])([CH3:8])[CH3:7].C(Cl)CCl.C1C=CC2N(O)N=NC=2C=1.CN1CCOCC1.Cl.[CH3:42][O:43][C:44](=[O:47])[CH2:45][NH2:46]. The catalyst is ClCCl.CCOC(C)=O. The product is [NH:1]([C:13]([O:15][C:16]([CH3:19])([CH3:18])[CH3:17])=[O:14])[C@H:2]([C:10]([NH:46][CH2:45][C:44]([O:43][CH3:42])=[O:47])=[O:12])[CH2:3][S:4][S:5][C:6]([CH3:7])([CH3:8])[CH3:9]. The yield is 0.890. (9) The reactants are [CH3:1][O:2][C:3]1[CH:4]=[C:5]([C:13]2[CH:14]=[C:15]3[CH2:21][C:20](=O)[N:19]([CH2:23][O:24]CC[Si](C)(C)C)[C:16]3=[N:17][CH:18]=2)[CH:6]=[C:7]([O:11][CH3:12])[C:8]=1[O:9][CH3:10].C(N(CC)CC)C.[N:38]1[CH:43]=[CH:42][CH:41]=[C:40](C=O)[CH:39]=1.Cl. The catalyst is C1(C)C=CC=CC=1.CO. The product is [N:38]1[CH:43]=[CH:42][CH:41]=[C:40]([CH:20]=[C:21]2[C:15]3[C:16](=[N:17][CH:18]=[C:13]([C:5]4[CH:6]=[C:7]([O:11][CH3:12])[C:8]([O:9][CH3:10])=[C:3]([O:2][CH3:1])[CH:4]=4)[CH:14]=3)[NH:19][C:23]2=[O:24])[CH:39]=1. The yield is 0.720.